This data is from Catalyst prediction with 721,799 reactions and 888 catalyst types from USPTO. The task is: Predict which catalyst facilitates the given reaction. (1) The catalyst class is: 86. Product: [Br:2][C:3]1[CH:8]=[CH:7][C:6]([CH2:9][Br:1])=[C:5]([CH3:11])[CH:4]=1. Reactant: [BrH:1].[Br:2][C:3]1[CH:8]=[CH:7][C:6]([CH2:9]O)=[C:5]([CH3:11])[CH:4]=1. (2) Reactant: [Cl:1][C:2]1[C:3]([NH2:9])=[N:4][CH:5]=[N:6][C:7]=1Cl.[C:10]1([NH2:17])[CH:15]=[CH:14][CH:13]=[C:12]([NH2:16])[CH:11]=1.C(O)(C(F)(F)F)=O. Product: [NH2:16][C:12]1[CH:11]=[C:10]([NH:17][C:7]2[C:2]([Cl:1])=[C:3]([NH2:9])[N:4]=[CH:5][N:6]=2)[CH:15]=[CH:14][CH:13]=1. The catalyst class is: 16. (3) Reactant: C([N:4]1[CH2:9][C:8](=[O:10])[NH:7][C:6](=[CH:11][C:12]2[CH:17]=[CH:16][C:15]([CH3:18])=[C:14]([O:19][CH2:20][O:21][CH2:22][CH2:23][O:24][CH3:25])[CH:13]=2)[C:5]1=[O:26])(=O)C. Product: [CH3:25][O:24][CH2:23][CH2:22][O:21][CH2:20][O:19][C:14]1[CH:13]=[C:12]([CH:17]=[CH:16][C:15]=1[CH3:18])[CH2:11][CH:6]1[NH:7][C:8](=[O:10])[CH2:9][NH:4][C:5]1=[O:26]. The catalyst class is: 457.